Dataset: Full USPTO retrosynthesis dataset with 1.9M reactions from patents (1976-2016). Task: Predict the reactants needed to synthesize the given product. (1) Given the product [Cl:7][CH2:8][CH2:9][N:4]1[CH2:5][CH2:6][C@@H:2]([OH:1])[CH2:3]1, predict the reactants needed to synthesize it. The reactants are: [OH:1][C@@H:2]1[CH2:6][CH2:5][NH:4][CH2:3]1.[Cl:7][CH2:8][CH:9]=O.C([O-])(O)=O.[Na+]. (2) Given the product [CH2:6]([O:5][P:4]([CH2:9][CH2:10][C:11]1[CH:12]=[C:13]([CH3:40])[C:14]([C:18]2[NH:22][C:21]3[CH:23]=[C:24]([C:27](=[O:39])[NH:28][C:29]4[CH:38]=[CH:37][C:36]5[C:31](=[CH:32][CH:33]=[CH:34][CH:35]=5)[N:30]=4)[CH:25]=[CH:26][C:20]=3[N:19]=2)=[C:15]([CH3:17])[CH:16]=1)(=[O:8])[O:3][CH2:1][CH3:2])[CH3:7], predict the reactants needed to synthesize it. The reactants are: [CH2:1]([O:3][P:4](/[CH:9]=[CH:10]/[C:11]1[CH:16]=[C:15]([CH3:17])[C:14]([C:18]2[NH:22][C:21]3[CH:23]=[C:24]([C:27](=[O:39])[NH:28][C:29]4[CH:38]=[CH:37][C:36]5[C:31](=[CH:32][CH:33]=[CH:34][CH:35]=5)[N:30]=4)[CH:25]=[CH:26][C:20]=3[N:19]=2)=[C:13]([CH3:40])[CH:12]=1)(=[O:8])[O:5][CH2:6][CH3:7])[CH3:2]. (3) Given the product [C:4]([OH:6])(=[O:5])[C:3]([CH3:9])=[CH2:8].[CH:20]12[CH2:19][CH:23]([CH2:22][CH2:21]1)[CH:24]1[CH:25]2[CH2:26][CH2:27][CH2:28]1.[C:4]([O:6][CH3:7])(=[O:5])[C:3]([CH3:9])=[CH2:8], predict the reactants needed to synthesize it. The reactants are: N([C:3]([CH3:9])([CH3:8])[C:4]([O:6][CH3:7])=[O:5])=N[C:3]([CH3:9])([CH3:8])[C:4]([O:6][CH3:7])=[O:5].C(S)C[CH2:19][CH2:20][CH2:21][CH2:22][CH2:23][CH2:24][CH2:25][CH2:26][CH2:27][CH3:28]. (4) Given the product [C:1]([O:5][C:6]([N:8]1[CH2:9][CH2:27][O:32][CH2:12][CH:13]1[C:14](=[O:26])[NH:15][CH2:16][C:17]([C:19]1[CH:24]=[CH:23][C:22]([Br:25])=[CH:21][CH:20]=1)=[O:18])=[O:7])([CH3:4])([CH3:3])[CH3:2], predict the reactants needed to synthesize it. The reactants are: [C:1]([O:5][C:6]([N:8]1[CH:13]([C:14](=[O:26])[NH:15][CH2:16][C:17]([C:19]2[CH:24]=[CH:23][C:22]([Br:25])=[CH:21][CH:20]=2)=[O:18])[CH:12]2[CH2:27][CH:9]1CC2)=[O:7])([CH3:4])([CH3:3])[CH3:2].C([O:32]C(N1C(C(O)=O)C2CC1CC2)=O)(C)(C)C. (5) The reactants are: [NH2:1][C:2]([C:4]1[N:5]=[C:6]([C:26]2[CH:31]=[CH:30][CH:29]=[CH:28][CH:27]=2)[CH:7]=[C:8]2[C:12]([CH:13]3[CH2:18][CH2:17][N:16](C(OC(C)(C)C)=O)[CH2:15][CH2:14]3)=[N:11][NH:10][C:9]=12)=[O:3].Cl. Given the product [C:26]1([C:6]2[CH:7]=[C:8]3[C:12]([CH:13]4[CH2:18][CH2:17][NH:16][CH2:15][CH2:14]4)=[N:11][NH:10][C:9]3=[C:4]([C:2]([NH2:1])=[O:3])[N:5]=2)[CH:27]=[CH:28][CH:29]=[CH:30][CH:31]=1, predict the reactants needed to synthesize it. (6) Given the product [Cl:1][C:2]1[N:7]=[C:6]([NH:12][C@H:13]([CH2:17][C:18]2[S:19][CH:20]=[CH:21][CH:22]=2)[C:14]([NH2:16])=[O:15])[CH:5]=[N:4][C:3]=1[C:9]#[N:10], predict the reactants needed to synthesize it. The reactants are: [Cl:1][C:2]1[C:3]([C:9]#[N:10])=[N:4][CH:5]=[C:6](Cl)[N:7]=1.Cl.[NH2:12][C@H:13]([CH2:17][C:18]1[S:19][CH:20]=[CH:21][CH:22]=1)[C:14]([NH2:16])=[O:15].CCN(C(C)C)C(C)C.O.